From a dataset of Full USPTO retrosynthesis dataset with 1.9M reactions from patents (1976-2016). Predict the reactants needed to synthesize the given product. (1) Given the product [Cl:20][C:3]1[CH:4]=[C:5]([C:8]2[N:12]([CH2:13][CH2:14][CH3:15])[C:11]3[CH:16]=[CH:17][CH:18]=[CH:19][C:10]=3[N:9]=2)[CH:6]=[CH:7][C:2]=1[NH:21][C:22]1[CH:23]=[N:24][C:25]([CH3:28])=[CH:26][CH:27]=1, predict the reactants needed to synthesize it. The reactants are: Br[C:2]1[CH:7]=[CH:6][C:5]([C:8]2[N:12]([CH2:13][CH2:14][CH3:15])[C:11]3[CH:16]=[CH:17][CH:18]=[CH:19][C:10]=3[N:9]=2)=[CH:4][C:3]=1[Cl:20].[NH2:21][C:22]1[CH:23]=[N:24][C:25]([CH3:28])=[CH:26][CH:27]=1.C1C=CC(P(C2C(C3C(P(C4C=CC=CC=4)C4C=CC=CC=4)=CC=C4C=3C=CC=C4)=C3C(C=CC=C3)=CC=2)C2C=CC=CC=2)=CC=1.C([O-])([O-])=O.[K+].[K+]. (2) Given the product [NH2:7][C:8]1[CH:13]=[CH:12][C:11]([N:14]2[C:18]([CH3:20])([CH3:19])[C:17](=[O:37])[N:16]([C:22]3[CH:27]=[CH:26][C:25]([C:28]#[N:29])=[C:24]([C:30]([F:31])([F:33])[F:32])[CH:23]=3)[C:15]2=[S:34])=[CH:10][CH:9]=1, predict the reactants needed to synthesize it. The reactants are: C(OC(=O)[NH:7][C:8]1[CH:13]=[CH:12][C:11]([N:14]2[C:18]([CH3:20])([CH3:19])[C:17](=N)[N:16]([C:22]3[CH:27]=[CH:26][C:25]([C:28]#[N:29])=[C:24]([C:30]([F:33])([F:32])[F:31])[CH:23]=3)[C:15]2=[S:34])=[CH:10][CH:9]=1)(C)(C)C.C[OH:37].O. (3) Given the product [O:20]1[CH2:21][CH2:22][CH2:23][CH2:24][CH:19]1[N:16]1[CH:17]=[CH:18][C:14]([C@@H:10]2[CH2:11][CH2:12][CH2:13][C@H:9]2[OH:8])=[N:15]1, predict the reactants needed to synthesize it. The reactants are: C([O:8][C@@H:9]1[CH2:13][CH2:12][CH2:11][C@H:10]1[C:14]1[CH:18]=[CH:17][N:16]([CH:19]2[CH2:24][CH2:23][CH2:22][CH2:21][O:20]2)[N:15]=1)C1C=CC=CC=1.